This data is from Forward reaction prediction with 1.9M reactions from USPTO patents (1976-2016). The task is: Predict the product of the given reaction. (1) Given the reactants [CH2:1]([O:3][C:4]([C:6]1[C:10]([C:11]2([C:17]3[CH:22]=[CH:21][CH:20]=[C:19]([Cl:23])[CH:18]=3)[S:16][CH2:15][CH2:14][CH2:13][S:12]2)=[CH:9][S:8][C:7]=1[NH2:24])=[O:5])[CH3:2].[C:25]1(=O)[O:30][C:28](=[O:29])[C:27]2=[CH:31][CH:32]=[CH:33][CH:34]=[C:26]12, predict the reaction product. The product is: [CH2:1]([O:3][C:4]([C:6]1[C:10]([C:11]2([C:17]3[CH:22]=[CH:21][CH:20]=[C:19]([Cl:23])[CH:18]=3)[S:12][CH2:13][CH2:14][CH2:15][S:16]2)=[CH:9][S:8][C:7]=1[N:24]1[C:28](=[O:29])[C:27]2[C:26](=[CH:34][CH:33]=[CH:32][CH:31]=2)[C:25]1=[O:30])=[O:5])[CH3:2]. (2) Given the reactants C(O[C:6]([N:8]([C:41](OC(C)(C)C)=O)[C:9](=[O:40])[C:10]1[CH:15]=[C:14]([N:16]2[CH2:20][CH2:19][CH2:18][C:17]2=[O:21])[CH:13]=[CH:12][C:11]=1[C:22]([N:24]1[CH2:29][CH2:28][N:27]([C:30]2[C:35]([CH3:36])=[CH:34][C:33]([CH:37]3[CH2:39][CH2:38]3)=[CH:32][N:31]=2)[CH2:26][CH2:25]1)=[O:23])=O)(C)(C)C.N1CC[CH2:50][CH2:49]1, predict the reaction product. The product is: [CH:37]1([C:33]2[CH:34]=[C:35]([CH3:36])[C:30]([N:27]3[CH2:28][CH2:29][N:24]([C:22]([C:11]4[CH:12]=[CH:13][C:14]([N:16]5[CH2:20][CH2:19][CH2:18][C:17]5=[O:21])=[CH:15][C:10]=4[C:9]([N:8]4[CH2:41][CH2:50][CH2:49][CH2:6]4)=[O:40])=[O:23])[CH2:25][CH2:26]3)=[N:31][CH:32]=2)[CH2:38][CH2:39]1. (3) Given the reactants C[Si](C)(C)CC[O:5][C:6]1[CH:7]=[CH:8][C:9]([S:16]([N:19]2[CH2:23][CH2:22][CH2:21][CH2:20]2)(=[O:18])=[O:17])=[C:10]2[C:15]=1[N:14]=[CH:13][CH:12]=[CH:11]2.[F-].C([N+](CCCC)(CCCC)CCCC)CCC, predict the reaction product. The product is: [N:19]1([S:16]([C:9]2[CH:8]=[CH:7][C:6]([OH:5])=[C:15]3[C:10]=2[CH:11]=[CH:12][CH:13]=[N:14]3)(=[O:18])=[O:17])[CH2:23][CH2:22][CH2:21][CH2:20]1. (4) Given the reactants O=[C:2]([CH:8]1[CH2:13][CH2:12][CH2:11][CH2:10][C:9]1=O)[C:3]([O:5]CC)=[O:4].Cl.[Br:16][C:17]1[CH:18]=[C:19]([C:23](=[NH:25])[NH2:24])[CH:20]=[CH:21][CH:22]=1.[O-]CC.[Na+].C(O)C, predict the reaction product. The product is: [Br:16][C:17]1[CH:18]=[C:19]([C:23]2[N:25]=[C:2]([C:3]([OH:5])=[O:4])[C:8]3[CH2:13][CH2:12][CH2:11][CH2:10][C:9]=3[N:24]=2)[CH:20]=[CH:21][CH:22]=1. (5) The product is: [CH:8]1[CH:7]=[CH:6][C:5]2[O:22][CH2:23][CH2:24][CH2:25][N:3]3[C:4]=2[C:9]=1[C@H:10]1[CH2:14][N:13]([C:15]([O:17][C:18]([CH3:21])([CH3:20])[CH3:19])=[O:16])[CH2:12][C@H:11]1[CH2:2]3. Given the reactants O=[C:2]1[C@@H:11]2[CH2:12][N:13]([C:15]([O:17][C:18]([CH3:21])([CH3:20])[CH3:19])=[O:16])[CH2:14][C@@H:10]2[C:9]2[C:4]3=[C:5]([O:22][CH2:23][CH2:24][CH2:25][N:3]13)[CH:6]=[CH:7][CH:8]=2, predict the reaction product.